Dataset: NCI-60 drug combinations with 297,098 pairs across 59 cell lines. Task: Regression. Given two drug SMILES strings and cell line genomic features, predict the synergy score measuring deviation from expected non-interaction effect. (1) Drug 1: C1=CC(=CC=C1C#N)C(C2=CC=C(C=C2)C#N)N3C=NC=N3. Drug 2: C1=NC(=NC(=O)N1C2C(C(C(O2)CO)O)O)N. Cell line: SF-539. Synergy scores: CSS=43.9, Synergy_ZIP=12.5, Synergy_Bliss=11.6, Synergy_Loewe=7.90, Synergy_HSA=8.17. (2) Drug 1: CC1=CC=C(C=C1)C2=CC(=NN2C3=CC=C(C=C3)S(=O)(=O)N)C(F)(F)F. Drug 2: CC1CCC2CC(C(=CC=CC=CC(CC(C(=O)C(C(C(=CC(C(=O)CC(OC(=O)C3CCCCN3C(=O)C(=O)C1(O2)O)C(C)CC4CCC(C(C4)OC)O)C)C)O)OC)C)C)C)OC. Cell line: CAKI-1. Synergy scores: CSS=12.3, Synergy_ZIP=-3.64, Synergy_Bliss=-2.14, Synergy_Loewe=-71.2, Synergy_HSA=-9.27. (3) Drug 1: CS(=O)(=O)C1=CC(=C(C=C1)C(=O)NC2=CC(=C(C=C2)Cl)C3=CC=CC=N3)Cl. Drug 2: CCC1=CC2CC(C3=C(CN(C2)C1)C4=CC=CC=C4N3)(C5=C(C=C6C(=C5)C78CCN9C7C(C=CC9)(C(C(C8N6C)(C(=O)OC)O)OC(=O)C)CC)OC)C(=O)OC.C(C(C(=O)O)O)(C(=O)O)O. Cell line: SK-MEL-2. Synergy scores: CSS=71.4, Synergy_ZIP=26.0, Synergy_Bliss=26.2, Synergy_Loewe=-30.3, Synergy_HSA=22.7. (4) Drug 1: C1CCC(CC1)NC(=O)N(CCCl)N=O. Synergy scores: CSS=17.1, Synergy_ZIP=-0.670, Synergy_Bliss=10.6, Synergy_Loewe=10.8, Synergy_HSA=11.0. Drug 2: C1CC(=O)NC(=O)C1N2C(=O)C3=CC=CC=C3C2=O. Cell line: SK-OV-3.